Task: Predict the reactants needed to synthesize the given product.. Dataset: Full USPTO retrosynthesis dataset with 1.9M reactions from patents (1976-2016) (1) Given the product [Cl:1][C:2]1[CH:3]=[C:4]([C:8]2[CH:13]=[C:12]([C:14](=[O:33])[NH:15][CH2:16][CH2:17][CH2:18][CH2:19][CH2:20][CH2:21][CH2:22][CH2:23][N:24]3[C:32]4[C:27](=[CH:28][CH:29]=[CH:30][CH:31]=4)[CH:26]=[CH:25]3)[CH:11]=[C:10]([C:34]3[CH:39]=[CH:38][CH:37]=[C:36]([Cl:40])[CH:35]=3)[C:9]=2[O:41][CH2:42][CH2:43][CH2:44][CH2:45][C:46]([OH:48])=[O:47])[CH:5]=[CH:6][CH:7]=1, predict the reactants needed to synthesize it. The reactants are: [Cl:1][C:2]1[CH:3]=[C:4]([C:8]2[CH:13]=[C:12]([C:14](=[O:33])[NH:15][CH2:16][CH2:17][CH2:18][CH2:19][CH2:20][CH2:21][CH2:22][CH2:23][N:24]3[C:32]4[C:27](=[CH:28][CH:29]=[CH:30][CH:31]=4)[CH:26]=[CH:25]3)[CH:11]=[C:10]([C:34]3[CH:39]=[CH:38][CH:37]=[C:36]([Cl:40])[CH:35]=3)[C:9]=2[O:41][CH2:42][CH2:43][CH2:44][CH2:45][C:46]([O:48]CC)=[O:47])[CH:5]=[CH:6][CH:7]=1.[OH-].[K+]. (2) Given the product [CH3:13][N:14]([CH3:19])[S:15]([N:1]1[CH:5]=[CH:4][CH:3]=[N:2]1)(=[O:17])=[O:16], predict the reactants needed to synthesize it. The reactants are: [NH:1]1[CH:5]=[CH:4][CH:3]=[N:2]1.C1(C)C=CC=CC=1.[CH3:13][N:14]([CH3:19])[S:15](Cl)(=[O:17])=[O:16].